Dataset: Full USPTO retrosynthesis dataset with 1.9M reactions from patents (1976-2016). Task: Predict the reactants needed to synthesize the given product. (1) Given the product [NH2:6][C:9]1[CH:10]=[C:11]([NH:16][C:17](=[O:26])[C:18]2[CH:23]=[CH:22][C:21]([C:24]#[N:25])=[CH:20][CH:19]=2)[CH:12]=[CH:13][C:14]=1[CH3:15], predict the reactants needed to synthesize it. The reactants are: O.O.[Sn](Cl)Cl.[N+:6]([C:9]1[CH:10]=[C:11]([NH:16][C:17](=[O:26])[C:18]2[CH:23]=[CH:22][C:21]([C:24]#[N:25])=[CH:20][CH:19]=2)[CH:12]=[CH:13][C:14]=1[CH3:15])([O-])=O.[OH-].[Na+]. (2) The reactants are: C(N(CC)CC)C.[NH2:8][CH2:9][CH2:10][CH2:11][N:12]1[C:24]2[C:23]3[CH:22]=[CH:21][CH:20]=[CH:19][C:18]=3[N:17]=[C:16]([NH2:25])[C:15]=2[N:14]=[C:13]1[CH2:26][CH2:27][CH2:28][CH3:29].[C:30](Cl)(=[O:37])[C:31]1[CH:36]=[CH:35][CH:34]=[CH:33][CH:32]=1. Given the product [NH2:25][C:16]1[C:15]2[N:14]=[C:13]([CH2:26][CH2:27][CH2:28][CH3:29])[N:12]([CH2:11][CH2:10][CH2:9][NH:8][C:30](=[O:37])[C:31]3[CH:36]=[CH:35][CH:34]=[CH:33][CH:32]=3)[C:24]=2[C:23]2[CH:22]=[CH:21][CH:20]=[CH:19][C:18]=2[N:17]=1, predict the reactants needed to synthesize it.